This data is from Full USPTO retrosynthesis dataset with 1.9M reactions from patents (1976-2016). The task is: Predict the reactants needed to synthesize the given product. Given the product [CH3:1][C:2]1[CH:3]=[CH:4][C:5]([C:8]2[O:12][N:11]=[CH:10][C:9]=2[C:13]([N:17]2[CH2:22][CH2:21][CH2:20][C@H:19]([C:23]([OH:26])([CH3:25])[CH3:24])[CH2:18]2)=[O:15])=[CH:6][CH:7]=1, predict the reactants needed to synthesize it. The reactants are: [CH3:1][C:2]1[CH:7]=[CH:6][C:5]([C:8]2[O:12][N:11]=[CH:10][C:9]=2[C:13]([OH:15])=O)=[CH:4][CH:3]=1.Cl.[NH:17]1[CH2:22][CH2:21][CH2:20][C@H:19]([C:23]([OH:26])([CH3:25])[CH3:24])[CH2:18]1.C(N(CC)CC)C.